The task is: Regression. Given a peptide amino acid sequence and an MHC pseudo amino acid sequence, predict their binding affinity value. This is MHC class I binding data.. This data is from Peptide-MHC class I binding affinity with 185,985 pairs from IEDB/IMGT. The MHC is HLA-B08:01 with pseudo-sequence HLA-B08:01. The peptide sequence is GMRDVSFEL. The binding affinity (normalized) is 0.0847.